Dataset: Forward reaction prediction with 1.9M reactions from USPTO patents (1976-2016). Task: Predict the product of the given reaction. Given the reactants C(OC([NH:8][C@@H:9]([CH2:28][C:29]1[CH:34]=[CH:33][CH:32]=[CH:31][CH:30]=1)[CH2:10][NH:11][C@H:12]([C:14]([NH:16][C@H:17]([C:21]([NH:23][CH2:24][CH:25]([CH3:27])[CH3:26])=[O:22])[CH:18]([CH3:20])[CH3:19])=[O:15])[CH3:13])=O)(C)(C)C.FC(F)(F)C(O)=O.ClCCl, predict the reaction product. The product is: [NH2:8][C@@H:9]([CH2:28][C:29]1[CH:30]=[CH:31][CH:32]=[CH:33][CH:34]=1)[CH2:10][NH:11][C@H:12]([C:14]([NH:16][C@H:17]([C:21]([NH:23][CH2:24][CH:25]([CH3:26])[CH3:27])=[O:22])[CH:18]([CH3:19])[CH3:20])=[O:15])[CH3:13].